Dataset: Catalyst prediction with 721,799 reactions and 888 catalyst types from USPTO. Task: Predict which catalyst facilitates the given reaction. (1) Reactant: [CH:1]1[C:14]2[C:5](=[N:6][C:7]3[C:12]([C:13]=2[C:15]([O:17][C:18]2[C:23]([Br:24])=[CH:22][C:21]([CH2:25][CH2:26][C:27]([O:29]CC4C=CC=CC=4)=[O:28])=[CH:20][C:19]=2[Br:37])=[O:16])=[CH:11][CH:10]=[CH:9][CH:8]=3)[CH:4]=[CH:3][CH:2]=1.C(O)(=O)C.Br. Product: [CH:11]1[C:12]2[C:7](=[N:6][C:5]3[C:14]([C:13]=2[C:15]([O:17][C:18]2[C:19]([Br:37])=[CH:20][C:21]([CH2:25][CH2:26][C:27]([OH:29])=[O:28])=[CH:22][C:23]=2[Br:24])=[O:16])=[CH:1][CH:2]=[CH:3][CH:4]=3)[CH:8]=[CH:9][CH:10]=1. The catalyst class is: 6. (2) Reactant: [C:1]([C:3]1[C:8]2[N:9]=[C:10]([C:12](=[O:16])[N:13]([CH3:15])[CH3:14])[O:11][C:7]=2[C:6]([C:17]2[CH2:21]C[CH:19]([CH2:22][NH:23][C:24](=O)OC(C)(C)C)[CH:18]=2)=[C:5]([C:31]2[CH:36]=[CH:35][CH:34]=[CH:33][CH:32]=2)[C:4]=1[CH3:37])#[N:2]. Product: [C:1]([C:3]1[C:8]2[N:9]=[C:10]([C:12]([N:13]([CH3:15])[CH3:14])=[O:16])[O:11][C:7]=2[C:6]([CH:17]2[CH2:18][CH2:19][C:22]([NH:23][CH3:24])=[CH:21]2)=[C:5]([C:31]2[CH:32]=[CH:33][CH:34]=[CH:35][CH:36]=2)[C:4]=1[CH3:37])#[N:2]. The catalyst class is: 89. (3) Reactant: [OH:1][CH2:2][CH2:3][O:4][CH2:5][CH2:6][NH:7][C:8](=[O:14])[O:9][C:10]([CH3:13])([CH3:12])[CH3:11].[H-].[Na+].[CH2:17](I)[CH3:18]. Product: [CH2:17]([O:1][CH2:2][CH2:3][O:4][CH2:5][CH2:6][NH:7][C:8](=[O:14])[O:9][C:10]([CH3:11])([CH3:13])[CH3:12])[CH3:18]. The catalyst class is: 118. (4) Reactant: [Br-].[S:2]1[CH:6]=[CH:5][N:4]=[C:3]1[Zn+].[C:8]([O:12][C:13](=[O:43])[CH2:14][N:15]([S:32]([C:35]1[CH:40]=[C:39]([Cl:41])[CH:38]=[C:37]([Cl:42])[CH:36]=1)(=[O:34])=[O:33])[C:16]1[CH:17]=[C:18]2[C:22](=[CH:23][CH:24]=1)[N:21]([C:25]1[CH:30]=[C:29](I)[N:28]=[CH:27][N:26]=1)[CH:20]=[CH:19]2)([CH3:11])([CH3:10])[CH3:9]. Product: [C:8]([O:12][C:13](=[O:43])[CH2:14][N:15]([S:32]([C:35]1[CH:36]=[C:37]([Cl:42])[CH:38]=[C:39]([Cl:41])[CH:40]=1)(=[O:33])=[O:34])[C:16]1[CH:17]=[C:18]2[C:22](=[CH:23][CH:24]=1)[N:21]([C:25]1[CH:30]=[C:29]([C:3]3[S:2][CH:6]=[CH:5][N:4]=3)[N:28]=[CH:27][N:26]=1)[CH:20]=[CH:19]2)([CH3:11])([CH3:9])[CH3:10]. The catalyst class is: 602. (5) Reactant: [CH3:1][O:2][C:3]1[CH:9]=[CH:8][C:7]([C:10]([F:13])([F:12])[F:11])=[CH:6][C:4]=1[NH2:5].CN(C)C1C2C(=CC=CC=2N(C)C)C=CC=1.Cl[C:31](OC(Cl)(Cl)Cl)=[O:32]. Product: [N:5]([C:4]1[CH:6]=[C:7]([C:10]([F:11])([F:12])[F:13])[CH:8]=[CH:9][C:3]=1[O:2][CH3:1])=[C:31]=[O:32]. The catalyst class is: 4. (6) Reactant: [C:1]1([C:8]2[CH:13]=[CH:12][CH:11]=[CH:10][CH:9]=2)[CH:6]=[CH:5][C:4]([NH2:7])=[CH:3][CH:2]=1.[Cl:14][C:15]1[CH:23]=[CH:22][C:18]([C:19](O)=[O:20])=[CH:17][C:16]=1[NH:24][C:25]([C:27]1([N:30]2[CH2:35][CH2:34][O:33][CH2:32][CH2:31]2)[CH2:29][CH2:28]1)=[O:26].F[P-](F)(F)(F)(F)F.N1(O[P+](N2CCCC2)(N2CCCC2)N2CCCC2)C2C=CC=CC=2N=N1.C(N(C(C)C)CC)(C)C. Product: [C:1]1([C:8]2[CH:13]=[CH:12][CH:11]=[CH:10][CH:9]=2)[CH:2]=[CH:3][C:4]([NH:7][C:19](=[O:20])[C:18]2[CH:22]=[CH:23][C:15]([Cl:14])=[C:16]([NH:24][C:25]([C:27]3([N:30]4[CH2:35][CH2:34][O:33][CH2:32][CH2:31]4)[CH2:28][CH2:29]3)=[O:26])[CH:17]=2)=[CH:5][CH:6]=1. The catalyst class is: 3. (7) Reactant: B(F)(F)F.CCOCC.[CH2:10]([SH:14])[CH2:11][CH2:12][SH:13].[F:15][C:16]1[CH:17]=[C:18]([CH:21]=[CH:22][CH:23]=1)[CH:19]=O.CCOC(C)=O.CCCCCC. Product: [F:15][C:16]1[CH:17]=[C:18]([CH:19]2[S:14][CH2:10][CH2:11][CH2:12][S:13]2)[CH:21]=[CH:22][CH:23]=1. The catalyst class is: 635. (8) Reactant: [Cl-].[C:2]([O:6][C:7]([CH2:9][P+](C1C=CC=CC=1)(C1C=CC=CC=1)C1C=CC=CC=1)=[O:8])([CH3:5])([CH3:4])[CH3:3].CC(C)([O-])C.[K+].[F:35][C:36]1[CH:37]=[C:38]([CH:41]=[CH:42][C:43]=1[N+:44]([O-:46])=[O:45])[CH:39]=O. Product: [C:2]([O:6][C:7](=[O:8])/[CH:9]=[CH:39]/[C:38]1[CH:41]=[CH:42][C:43]([N+:44]([O-:46])=[O:45])=[C:36]([F:35])[CH:37]=1)([CH3:5])([CH3:4])[CH3:3]. The catalyst class is: 7. (9) Reactant: [F:1][C:2]1[CH:3]=[C:4]([N+:12]([O-])=O)[CH:5]=[C:6]2[C:10]=1[NH:9][C:8](=[O:11])[CH2:7]2.CCO. Product: [NH2:12][C:4]1[CH:5]=[C:6]2[C:10](=[C:2]([F:1])[CH:3]=1)[NH:9][C:8](=[O:11])[CH2:7]2. The catalyst class is: 350. (10) Reactant: [CH3:1][C@@H:2]1[CH2:6][CH2:5][CH2:4][N:3]1[CH2:7][CH2:8][C:9]1[O:10][C:11]2[CH:17]=[CH:16][C:15]([C:18]3[CH:19]=[C:20]([CH:26]=[CH:27][CH:28]=3)[C:21]([O:23]CC)=[O:22])=[CH:14][C:12]=2[CH:13]=1.[OH-].[Na+]. Product: [CH3:1][C@@H:2]1[CH2:6][CH2:5][CH2:4][N:3]1[CH2:7][CH2:8][C:9]1[O:10][C:11]2[CH:17]=[CH:16][C:15]([C:18]3[CH:19]=[C:20]([CH:26]=[CH:27][CH:28]=3)[C:21]([OH:23])=[O:22])=[CH:14][C:12]=2[CH:13]=1. The catalyst class is: 8.